Dataset: Forward reaction prediction with 1.9M reactions from USPTO patents (1976-2016). Task: Predict the product of the given reaction. (1) Given the reactants [CH3:1][N:2]1[CH2:7][CH2:6][CH:5]([NH2:8])[CH2:4][CH2:3]1.C[Si]([N:13]=[C:14]=[O:15])(C)C, predict the reaction product. The product is: [CH3:1][N:2]1[CH2:7][CH2:6][CH:5]([NH:8][C:14]([NH2:13])=[O:15])[CH2:4][CH2:3]1. (2) The product is: [CH3:13][S:10]([C:8]1[CH:7]=[CH:6][C:5]([N:14]2[CH:18]=[C:17]([CH3:19])[CH:16]=[N:15]2)=[C:4]([CH:9]=1)[C:3]([OH:20])=[O:2])(=[O:11])=[O:12]. Given the reactants C[O:2][C:3](=[O:20])[C:4]1[CH:9]=[C:8]([S:10]([CH3:13])(=[O:12])=[O:11])[CH:7]=[CH:6][C:5]=1[N:14]1[CH:18]=[C:17]([CH3:19])[CH:16]=[N:15]1.[OH-].[Li+], predict the reaction product. (3) Given the reactants Cl[C:2]1[N:7]=[C:6]([C:8]2[CH:9]=[CH:10][C:11]([O:16][CH:17]3[CH2:22][CH2:21][O:20][CH2:19][CH2:18]3)=[C:12]([CH:15]=2)[C:13]#[N:14])[CH:5]=[CH:4][N:3]=1.[NH2:23][C:24]1[CH:29]=[CH:28][CH:27]=[CH:26][CH:25]=1, predict the reaction product. The product is: [C:24]1([NH:23][C:2]2[N:7]=[C:6]([C:8]3[CH:9]=[CH:10][C:11]([O:16][CH:17]4[CH2:22][CH2:21][O:20][CH2:19][CH2:18]4)=[C:12]([CH:15]=3)[C:13]#[N:14])[CH:5]=[CH:4][N:3]=2)[CH:29]=[CH:28][CH:27]=[CH:26][CH:25]=1. (4) Given the reactants [CH3:1][O:2][C:3]([C@H:5]1[CH2:10][CH2:9][C@H:8]([C:11]([OH:13])=O)[CH2:7][CH2:6]1)=[O:4].[CH3:14]N(C=O)C.C(Cl)(=O)C(Cl)=O.C[Zn]C, predict the reaction product. The product is: [C:11]([C@H:8]1[CH2:7][CH2:6][C@H:5]([C:3]([O:2][CH3:1])=[O:4])[CH2:10][CH2:9]1)(=[O:13])[CH3:14]. (5) The product is: [O:7]=[C:1](/[CH:8]=[CH:9]/[CH3:10])[CH2:2][CH2:3][C:4]([OH:6])=[O:5]. Given the reactants [C:1]1(=[O:7])[O:6][C:4](=[O:5])[CH2:3][CH2:2]1.[CH:8]([Mg]Br)=[CH:9][CH3:10].Cl, predict the reaction product. (6) Given the reactants [CH2:1]([N:8]1[CH2:13][CH2:12][CH:11]([C:14]([NH:16][C:17]2[CH:22]=[CH:21][C:20]([CH2:23][NH:24][C:25]3[C:34]4[C:29](=[CH:30][CH:31]=[C:32]([CH3:35])[CH:33]=4)[N:28]=[C:27](Cl)[N:26]=3)=[CH:19][CH:18]=2)=[O:15])[CH2:10][CH2:9]1)[C:2]1[CH:7]=[CH:6][CH:5]=[CH:4][CH:3]=1.Cl.[NH:38]1[CH2:41][CH2:40][CH2:39]1, predict the reaction product. The product is: [N:38]1([C:27]2[N:26]=[C:25]([NH:24][CH2:23][C:20]3[CH:19]=[CH:18][C:17]([NH:16][C:14]([CH:11]4[CH2:10][CH2:9][N:8]([CH2:1][C:2]5[CH:7]=[CH:6][CH:5]=[CH:4][CH:3]=5)[CH2:13][CH2:12]4)=[O:15])=[CH:22][CH:21]=3)[C:34]3[C:29](=[CH:30][CH:31]=[C:32]([CH3:35])[CH:33]=3)[N:28]=2)[CH2:41][CH2:40][CH2:39]1.